Predict the reactants needed to synthesize the given product. From a dataset of Full USPTO retrosynthesis dataset with 1.9M reactions from patents (1976-2016). (1) The reactants are: ClC1C=CC(C(N[C:9]2[CH:18]=[C:17]3[C:12]([CH:13]=[CH:14][CH:15]=[C:16]3[N:19]3[CH2:24][CH2:23][N:22](C)[CH2:21][CH2:20]3)=[CH:11][CH:10]=2)=O)=CC=1.C[N:29](C)[C:30]1[C:39]2[C:34](=CC=[CH:37][C:38]=2N(C)C)C=CC=1.ClC(O[CH:48]([Cl:50])[CH3:49])=O.NC(OCC)=[O:53]. Given the product [Cl:50][C:48]1[CH:49]=[CH:34][C:39]([C:30]([NH:29][C:15]2[CH:14]=[CH:13][C:12]3[C:17](=[CH:18][CH:9]=[CH:10][CH:11]=3)[C:16]=2[N:19]2[CH2:20][CH2:21][NH:22][CH2:23][CH2:24]2)=[O:53])=[CH:38][CH:37]=1, predict the reactants needed to synthesize it. (2) Given the product [CH3:31][N:19]([CH:20]1[CH2:25][C:24]([CH3:26])([CH3:27])[N:23]([CH3:28])[C:22]([CH3:30])([CH3:29])[CH2:21]1)[C:16]1[N:17]=[N:18][C:13]([C:12]2[CH:11]=[C:10]3[C:5]([CH:6]=[CH:7][N:8]=[CH:9]3)=[CH:4][C:3]=2[OH:2])=[CH:14][CH:15]=1, predict the reactants needed to synthesize it. The reactants are: C[O:2][C:3]1[CH:4]=[C:5]2[C:10](=[CH:11][C:12]=1[C:13]1[N:18]=[N:17][C:16]([N:19]([CH3:31])[CH:20]3[CH2:25][C:24]([CH3:27])([CH3:26])[N:23]([CH3:28])[C:22]([CH3:30])([CH3:29])[CH2:21]3)=[CH:15][CH:14]=1)[CH:9]=[N:8][CH:7]=[CH:6]2.C1(S)C=CC=CC=1. (3) The reactants are: Br[C:2]1[CH:3]=[C:4]([NH:8][C:9]2[N:14]=[C:13]([C:15]([F:18])([F:17])[F:16])[CH:12]=[CH:11][N:10]=2)[CH:5]=[CH:6][CH:7]=1.[CH3:19][C:20]1([CH3:36])[C:24]([CH3:26])([CH3:25])[O:23][B:22]([B:22]2[O:23][C:24]([CH3:26])([CH3:25])[C:20]([CH3:36])([CH3:19])[O:21]2)[O:21]1.CC([O-])=O.[K+]. Given the product [CH3:19][C:20]1([CH3:36])[C:24]([CH3:26])([CH3:25])[O:23][B:22]([C:2]2[CH:3]=[C:4]([NH:8][C:9]3[N:14]=[C:13]([C:15]([F:18])([F:17])[F:16])[CH:12]=[CH:11][N:10]=3)[CH:5]=[CH:6][CH:7]=2)[O:21]1, predict the reactants needed to synthesize it. (4) Given the product [CH2:11]([O:18][C:19]1[CH:24]=[C:23]([O:25][CH2:26][CH2:27][CH2:28][C:29]#[N:30])[C:22]([CH2:31][CH3:32])=[CH:21][C:20]=1[C:5]1[CH:6]=[CH:7][C:2]([F:1])=[CH:3][CH:4]=1)[C:12]1[CH:13]=[CH:14][CH:15]=[CH:16][CH:17]=1, predict the reactants needed to synthesize it. The reactants are: [F:1][C:2]1[CH:7]=[CH:6][C:5](B(O)O)=[CH:4][CH:3]=1.[CH2:11]([O:18][C:19]1[CH:24]=[C:23]([O:25][CH2:26][CH2:27][CH2:28][C:29]#[N:30])[C:22]([CH2:31][CH3:32])=[CH:21][C:20]=1Br)[C:12]1[CH:17]=[CH:16][CH:15]=[CH:14][CH:13]=1.C1(C)C=CC=CC=1.C(=O)([O-])[O-].[Na+].[Na+].